This data is from Reaction yield outcomes from USPTO patents with 853,638 reactions. The task is: Predict the reaction yield, written as a fraction of the theoretical maximum amount of product (1.0 means a 100% yield; for example, 0.34 means a 34% yield). (1) The yield is 0.350. The catalyst is CN(C=O)C.C(Cl)Cl. The reactants are [NH2:1][C:2]1[CH:3]=[C:4]([C:9]2[CH:10]=[CH:11][C:12]3[O:18][CH2:17][CH2:16][N:15]([C:19]([C:21]4[CH:26]=[CH:25][C:24]([S:27]([CH3:30])(=[O:29])=[O:28])=[CH:23][CH:22]=4)=[O:20])[CH2:14][C:13]=3[CH:31]=2)[CH:5]=[CH:6][C:7]=1[NH2:8].[C:32](O)(=O)[CH:33]([CH3:35])[CH3:34].CCN(C(C)C)C(C)C.CN(C(ON1N=NC2C=CC=NC1=2)=[N+](C)C)C.F[P-](F)(F)(F)(F)F. The product is [CH3:32][CH:33]([C:35]1[NH:1][C:2]2[CH:3]=[C:4]([C:9]3[CH:10]=[CH:11][C:12]4[O:18][CH2:17][CH2:16][N:15]([C:19]([C:21]5[CH:26]=[CH:25][C:24]([S:27]([CH3:30])(=[O:29])=[O:28])=[CH:23][CH:22]=5)=[O:20])[CH2:14][C:13]=4[CH:31]=3)[CH:5]=[CH:6][C:7]=2[N:8]=1)[CH3:34]. (2) The reactants are [NH:1]1[CH2:6][CH2:5][O:4][CH2:3][CH2:2]1.C(N(CC)CC)C.Cl.[F:15][C:16]([F:50])([F:49])[C:17]1[CH:22]=[C:21]([C:23]2[CH:28]=[CH:27][C:26]([C:29]([F:32])([F:31])[F:30])=[CH:25][CH:24]=2)[N:20]=[C:19]([C:33]2[CH:38]=[CH:37][N:36]=[C:35]([C:39]3[CH:40]=[C:41]([S:45](Cl)(=[O:47])=[O:46])[CH:42]=[CH:43][CH:44]=3)[CH:34]=2)[N:18]=1. The catalyst is C1COCC1. The product is [F:50][C:16]([F:15])([F:49])[C:17]1[CH:22]=[C:21]([C:23]2[CH:24]=[CH:25][C:26]([C:29]([F:32])([F:31])[F:30])=[CH:27][CH:28]=2)[N:20]=[C:19]([C:33]2[CH:38]=[CH:37][N:36]=[C:35]([C:39]3[CH:40]=[C:41]([S:45]([N:1]4[CH2:6][CH2:5][O:4][CH2:3][CH2:2]4)(=[O:47])=[O:46])[CH:42]=[CH:43][CH:44]=3)[CH:34]=2)[N:18]=1. The yield is 0.910. (3) The reactants are C(=O)([O-])[O-].[Na+].[Na+].[F:7][C:8]1[C:9](B(O)O)=[CH:10][C:11]([O:14][CH3:15])=[N:12][CH:13]=1.[Cl:19][C:20]1[N:25]=[C:24](Cl)[CH:23]=[CH:22][N:21]=1.O1CCOCC1.O. The catalyst is O.C1C=CC(P(C2C=CC=CC=2)[C-]2C=CC=C2)=CC=1.C1C=CC(P(C2C=CC=CC=2)[C-]2C=CC=C2)=CC=1.Cl[Pd]Cl.[Fe+2]. The product is [Cl:19][C:20]1[N:25]=[C:24]([C:9]2[C:8]([F:7])=[CH:13][N:12]=[C:11]([O:14][CH3:15])[CH:10]=2)[CH:23]=[CH:22][N:21]=1. The yield is 0.990. (4) The reactants are [Cl:1][C:2](=[CH2:5])[C:3]#[N:4].C1CC=CC=1.[C:11]1([CH3:17])[CH:16]=CC=[CH:13][CH:12]=1. No catalyst specified. The product is [Cl:1][C:2]1([C:3]#[N:4])[CH2:16][CH:11]2[CH2:17][CH:5]1[CH:13]=[CH:12]2. The yield is 0.565. (5) The reactants are [F:1][C:2]1[CH:29]=[C:28]([I:30])[CH:27]=[CH:26][C:3]=1[NH:4][C:5]1[C:6]([C:21]([O:23]CC)=[O:22])=[CH:7][N:8]([CH2:12][CH2:13][O:14][CH:15]2[CH2:20][CH2:19][CH2:18][CH2:17][O:16]2)[C:9](=[O:11])[CH:10]=1.[OH-].[Na+]. The catalyst is CCO. The product is [F:1][C:2]1[CH:29]=[C:28]([I:30])[CH:27]=[CH:26][C:3]=1[NH:4][C:5]1[C:6]([C:21]([OH:23])=[O:22])=[CH:7][N:8]([CH2:12][CH2:13][O:14][CH:15]2[CH2:20][CH2:19][CH2:18][CH2:17][O:16]2)[C:9](=[O:11])[CH:10]=1. The yield is 0.880. (6) The yield is 0.930. The reactants are [ClH:1].C([O:9][C:10]1[CH:11]=[C:12]([C@H:16]([CH:23]=[CH2:24])[C@@H:17]([CH3:22])[CH2:18][N:19]([CH3:21])[CH3:20])[CH:13]=[CH:14][CH:15]=1)C1C=CC=CC=1.O.[OH-].[Na+]. The catalyst is [Pd].C(O)C. The product is [CH3:24][CH2:23][C@H:16]([C@H:17]([CH2:18][N:19]([CH3:21])[CH3:20])[CH3:22])[C:12]1[CH:13]=[CH:14][CH:15]=[C:10]([OH:9])[CH:11]=1.[ClH:1]. (7) The reactants are [Br:1][C:2]1[C:3](F)=[C:4]2[C:10]([NH:11][C:12](=[O:16])[CH2:13][O:14][CH3:15])=[CH:9][NH:8][C:5]2=[N:6][CH:7]=1.[CH3:18][C:19]1([NH:25][C:26](=[O:32])[O:27][C:28]([CH3:31])([CH3:30])[CH3:29])[CH2:24][CH2:23][CH2:22][NH:21][CH2:20]1. The catalyst is CCCCO. The product is [NH2:25][C:19]1([CH3:18])[CH2:24][CH2:23][CH2:22][N:21]([C:3]2[C:2]([Br:1])=[CH:7][N:6]=[C:5]3[NH:8][CH:9]=[C:10]([NH:11][C:12](=[O:16])[CH2:13][O:14][CH3:15])[C:4]=23)[CH2:20]1.[Br:1][C:2]1[C:3]([N:21]2[CH2:22][CH2:23][CH2:24][C:19]([NH:25][C:26](=[O:32])[O:27][C:28]([CH3:31])([CH3:30])[CH3:29])([CH3:18])[CH2:20]2)=[C:4]2[C:10]([NH:11][C:12](=[O:16])[CH2:13][O:14][CH3:15])=[CH:9][NH:8][C:5]2=[N:6][CH:7]=1. The yield is 0.490. (8) The catalyst is CN(C)C=O.C(OCC)(=O)C. The yield is 0.870. The product is [C:1]([O:5][C:6]([NH:8][CH2:9][C:10]1[C:11]([CH2:27][CH:28]([CH3:30])[CH3:29])=[N:12][C:13]([CH3:26])=[C:14]([C:18]=1[C:19]1[CH:24]=[CH:23][C:22]([CH3:25])=[CH:21][CH:20]=1)[C:15]([O:17][CH2:34][C:33]1[CH:36]=[CH:37][CH:38]=[CH:39][C:32]=1[Br:31])=[O:16])=[O:7])([CH3:4])([CH3:3])[CH3:2]. The reactants are [C:1]([O:5][C:6]([NH:8][CH2:9][C:10]1[C:11]([CH2:27][CH:28]([CH3:30])[CH3:29])=[N:12][C:13]([CH3:26])=[C:14]([C:18]=1[C:19]1[CH:24]=[CH:23][C:22]([CH3:25])=[CH:21][CH:20]=1)[C:15]([OH:17])=[O:16])=[O:7])([CH3:4])([CH3:3])[CH3:2].[Br:31][C:32]1[CH:39]=[CH:38][CH:37]=[CH:36][C:33]=1[CH2:34]Br.C(=O)([O-])[O-].[K+].[K+]. (9) The reactants are Cl[C:2]1[C:7]([C:8]#[N:9])=[C:6]([Cl:10])[N:5]=[C:4]([S:11][CH3:12])[N:3]=1.[F:13][C:14]1[CH:20]=[CH:19][CH:18]=[C:17]([F:21])[C:15]=1[NH2:16].CO.O. The catalyst is CN(C=O)C. The product is [Cl:10][C:6]1[C:7]([C:8]#[N:9])=[C:2]([NH:16][C:15]2[C:14]([F:13])=[CH:20][CH:19]=[CH:18][C:17]=2[F:21])[N:3]=[C:4]([S:11][CH3:12])[N:5]=1. The yield is 0.900.